Dataset: Full USPTO retrosynthesis dataset with 1.9M reactions from patents (1976-2016). Task: Predict the reactants needed to synthesize the given product. (1) Given the product [F:24][C:21]([F:22])([F:23])[C:18]1[N:17]=[N:16][C:15]([C:11]2[CH:10]=[C:9]([CH:14]=[CH:13][CH:12]=2)[CH2:8][NH2:7])=[CH:20][CH:19]=1, predict the reactants needed to synthesize it. The reactants are: C(OC(=O)[NH:7][CH2:8][C:9]1[CH:14]=[CH:13][CH:12]=[C:11]([C:15]2[N:16]=[N:17][C:18]([C:21]([F:24])([F:23])[F:22])=[CH:19][CH:20]=2)[CH:10]=1)(C)(C)C.FC(F)(F)C(O)=O. (2) Given the product [F:31][C:32]([S:33]([NH:1][C:2]1[CH:7]=[CH:6][N:5]=[CH:4][CH:3]=1)(=[O:35])=[O:34])([F:38])[F:37], predict the reactants needed to synthesize it. The reactants are: [NH2:1][C:2]1[CH:7]=[CH:6][N:5]=[CH:4][CH:3]=1.C(N(CC)CC)C.N1(C2CCCCCCC2)CCCCCCN1.[F:31][C:32]([F:38])([F:37])[S:33](Cl)(=[O:35])=[O:34]. (3) Given the product [Br-:1].[Br:1][C:2]1[CH:11]=[CH:10][C:5]([C:6](=[O:9])[CH2:7][PH3+:18])=[CH:4][CH:3]=1, predict the reactants needed to synthesize it. The reactants are: [Br:1][C:2]1[CH:11]=[CH:10][C:5]([C:6](=[O:9])[CH2:7]Br)=[CH:4][CH:3]=1.C1([P:18](C2C=CC=CC=2)C2C=CC=CC=2)C=CC=CC=1. (4) Given the product [Cl:1][C:2]1[CH:7]=[CH:6][C:5]([N+:13]([O-:15])=[O:14])=[C:4]([C:8](=[O:12])[CH2:9][CH2:10][CH3:11])[CH:3]=1, predict the reactants needed to synthesize it. The reactants are: [Cl:1][C:2]1[CH:3]=[C:4]([C:8](=[O:12])[CH2:9][CH2:10][CH3:11])[CH:5]=[CH:6][CH:7]=1.[N+:13]([O-])([OH:15])=[O:14].OS(O)(=O)=O. (5) Given the product [OH:1][C:2]([CH3:49])([CH3:48])[CH2:3][O:4][N:5]1[C:10]([CH3:12])([CH3:11])[CH2:9][CH:8]([CH2:13][CH2:14][CH2:15][CH2:16][NH:17][C:18]2[N:23]=[C:22]([NH:24][CH2:25][CH2:26][CH2:27][CH2:28][CH:29]3[CH2:34][C:33]([CH3:36])([CH3:35])[N:32]([O:37][CH2:38][C:39]([CH3:42])([OH:41])[CH3:40])[C:31]([CH3:44])([CH3:43])[CH2:30]3)[N:21]=[C:20]([NH:50][CH2:51][CH2:52][CH2:53][CH2:54][CH2:55][CH2:56][NH:57][C:20]3[N:19]=[C:18]([NH:17][CH2:16][CH2:15][CH2:14][CH2:13][CH:8]4[CH2:9][C:10]([CH3:12])([CH3:11])[N:5]([O:4][CH2:3][C:2]([CH3:48])([OH:1])[CH3:49])[C:6]([CH3:46])([CH3:47])[CH2:7]4)[N:23]=[C:22]([NH:24][CH2:25][CH2:26][CH2:27][CH2:28][CH:29]4[CH2:30][C:31]([CH3:44])([CH3:43])[N:32]([O:37][CH2:38][C:39]([CH3:42])([OH:41])[CH3:40])[C:33]([CH3:36])([CH3:35])[CH2:34]4)[N:21]=3)[N:19]=2)[CH2:7][C:6]1([CH3:47])[CH3:46], predict the reactants needed to synthesize it. The reactants are: [OH:1][C:2]([CH3:49])([CH3:48])[CH2:3][O:4][N:5]1[C:10]([CH3:12])([CH3:11])[CH2:9][CH:8]([CH2:13][CH2:14][CH2:15][CH2:16][NH:17][C:18]2[N:23]=[C:22]([NH:24][CH2:25][CH2:26][CH2:27][CH2:28][CH:29]3[CH2:34][C:33]([CH3:36])([CH3:35])[N:32]([O:37][CH2:38][C:39]([CH3:42])([OH:41])[CH3:40])[C:31]([CH3:44])([CH3:43])[CH2:30]3)[N:21]=[C:20](Cl)[N:19]=2)[CH2:7][C:6]1([CH3:47])[CH3:46].[NH2:50][CH2:51][CH2:52][CH2:53][CH2:54][CH2:55][CH2:56][NH2:57]. (6) Given the product [CH2:15]([O:14][C:12](=[O:13])[C:11]([NH:17][C:18](=[O:20])[CH3:19])([CH2:35][C:34]([C:31]1[CH:32]=[CH:33][C:28]([C:22]2[CH:27]=[CH:26][CH:25]=[CH:24][CH:23]=2)=[CH:29][CH:30]=1)=[O:37])[C:10]([O:9][CH2:7][CH3:8])=[O:21])[CH3:16], predict the reactants needed to synthesize it. The reactants are: [H-].[Na+].[O-]CC.[Na+].[CH2:7]([O:9][C:10](=[O:21])[CH:11]([NH:17][C:18](=[O:20])[CH3:19])[C:12]([O:14][CH2:15][CH3:16])=[O:13])[CH3:8].[C:22]1([C:28]2[CH:33]=[CH:32][C:31]([C:34](=[O:37])[CH2:35]Br)=[CH:30][CH:29]=2)[CH:27]=[CH:26][CH:25]=[CH:24][CH:23]=1. (7) Given the product [CH:31]1([C:34]([NH:1][C:2]2[S:3][C:4]3[CH:10]=[C:9]([O:11][C:12]4[CH:13]=[C:14]([CH:28]=[CH:29][CH:30]=4)[C:15]([NH:17][C:18]4[CH:19]=[CH:20][C:21]([C:24]([F:27])([F:25])[F:26])=[CH:22][CH:23]=4)=[O:16])[CH:8]=[CH:7][C:5]=3[N:6]=2)=[O:35])[CH2:33][CH2:32]1, predict the reactants needed to synthesize it. The reactants are: [NH2:1][C:2]1[S:3][C:4]2[CH:10]=[C:9]([O:11][C:12]3[CH:13]=[C:14]([CH:28]=[CH:29][CH:30]=3)[C:15]([NH:17][C:18]3[CH:23]=[CH:22][C:21]([C:24]([F:27])([F:26])[F:25])=[CH:20][CH:19]=3)=[O:16])[CH:8]=[CH:7][C:5]=2[N:6]=1.[CH:31]1([C:34](Cl)=[O:35])[CH2:33][CH2:32]1.C(N(C(C)C)C(C)C)C.O.